From a dataset of Reaction yield outcomes from USPTO patents with 853,638 reactions. Predict the reaction yield, written as a fraction of the theoretical maximum amount of product (1.0 means a 100% yield; for example, 0.34 means a 34% yield). (1) The reactants are Cl[CH2:2][C:3]1[CH:8]=[CH:7][C:6]([CH:9]=[CH2:10])=[CH:5][CH:4]=1.[C:11]1(=[O:21])[NH:15][C:14](=[O:16])[C:13]2=[CH:17][CH:18]=[CH:19][CH:20]=[C:12]12.[K]. The catalyst is CN(C=O)C.O. The product is [CH:9]([C:6]1[CH:7]=[CH:8][C:3]([CH2:2][N:15]2[C:11](=[O:21])[C:12]3[C:13](=[CH:17][CH:18]=[CH:19][CH:20]=3)[C:14]2=[O:16])=[CH:4][CH:5]=1)=[CH2:10]. The yield is 0.460. (2) The product is [CH:28]1([N:27]2[C:20]3[N:21]=[C:22]([S:25][CH3:26])[N:23]=[CH:24][C:19]=3[C:17]([OH:18])=[CH:16][C:15]2=[O:14])[CH2:33][CH2:32][CH2:31][CH2:30][CH2:29]1. The reactants are C1CCN2C(=NCCC2)CC1.C([O:14][C:15](=O)[CH2:16][C:17]([C:19]1[C:20]([NH:27][CH:28]2[CH2:33][CH2:32][CH2:31][CH2:30][CH2:29]2)=[N:21][C:22]([S:25][CH3:26])=[N:23][CH:24]=1)=[O:18])C.CCN(C(C)C)C(C)C. No catalyst specified. The yield is 0.990. (3) The reactants are C([O:4][C:5]1[CH:10]=[C:9]([Br:11])[CH:8]=[CH:7][C:6]=1[C@H:12]1[N:15]([C:16]2[CH:21]=[CH:20][CH:19]=[CH:18][CH:17]=2)[C:14](=[O:22])[C@@H:13]1[CH2:23][CH2:24][C@H:25]([O:33][Si:34]([C:37]([CH3:40])([CH3:39])[CH3:38])([CH3:36])[CH3:35])[C:26]1[CH:31]=[CH:30][C:29]([F:32])=[CH:28][CH:27]=1)C=C.N1CCOCC1. The catalyst is O1CCCC1.C1C=CC([P]([Pd]([P](C2C=CC=CC=2)(C2C=CC=CC=2)C2C=CC=CC=2)([P](C2C=CC=CC=2)(C2C=CC=CC=2)C2C=CC=CC=2)[P](C2C=CC=CC=2)(C2C=CC=CC=2)C2C=CC=CC=2)(C2C=CC=CC=2)C2C=CC=CC=2)=CC=1. The product is [Br:11][C:9]1[CH:8]=[CH:7][C:6]([C@H:12]2[N:15]([C:16]3[CH:17]=[CH:18][CH:19]=[CH:20][CH:21]=3)[C:14](=[O:22])[C@@H:13]2[CH2:23][CH2:24][C@H:25]([O:33][Si:34]([C:37]([CH3:39])([CH3:38])[CH3:40])([CH3:36])[CH3:35])[C:26]2[CH:27]=[CH:28][C:29]([F:32])=[CH:30][CH:31]=2)=[C:5]([OH:4])[CH:10]=1. The yield is 0.830. (4) The reactants are [C:1]([NH:8][CH2:9][C:10]#[CH:11])([O:3][C:4]([CH3:7])([CH3:6])[CH3:5])=[O:2].Br[C:13]1[CH:14]=[CH:15][N:16]=[C:17]2[C:22]=1[N:21]=[C:20]([O:23][CH3:24])[CH:19]=[CH:18]2.CC(=O)OCC. The catalyst is CN(C=O)C.Cl[Pd](Cl)([P](C1C=CC=CC=1)(C1C=CC=CC=1)C1C=CC=CC=1)[P](C1C=CC=CC=1)(C1C=CC=CC=1)C1C=CC=CC=1.[Cu]I. The product is [C:4]([O:3][C:1](=[O:2])[NH:8][CH2:9][C:10]#[C:11][C:13]1[C:22]2[C:17](=[CH:18][CH:19]=[C:20]([O:23][CH3:24])[N:21]=2)[N:16]=[CH:15][CH:14]=1)([CH3:5])([CH3:6])[CH3:7]. The yield is 0.440. (5) The reactants are [NH2:1][C:2]1[C:3]([C:9]([O:11][CH3:12])=[O:10])=[N:4][C:5](Br)=[CH:6][CH:7]=1.[Br-].[CH:14]1([Zn+])[CH2:19][CH2:18][CH2:17][CH2:16][CH2:15]1.C1COCC1. The catalyst is [Pd].C1(P(C2C=CC=CC=2)C2C=CC=CC=2)C=CC=CC=1.C1(P(C2C=CC=CC=2)C2C=CC=CC=2)C=CC=CC=1.C1(P(C2C=CC=CC=2)C2C=CC=CC=2)C=CC=CC=1.C1(P(C2C=CC=CC=2)C2C=CC=CC=2)C=CC=CC=1. The product is [NH2:1][C:2]1[C:3]([C:9]([O:11][CH3:12])=[O:10])=[N:4][C:5]([CH:14]2[CH2:19][CH2:18][CH2:17][CH2:16][CH2:15]2)=[CH:6][CH:7]=1. The yield is 0.980. (6) The reactants are [CH3:1][O:2][C:3]1[CH:27]=[CH:26][C:6]([CH2:7][O:8][C:9]2[CH:14]=[CH:13][C:12]([S:15][C:16]3[CH:21]=[CH:20][C:19]([OH:22])=[CH:18][CH:17]=3)=[C:11]([N+:23]([O-])=O)[CH:10]=2)=[CH:5][CH:4]=1.[Cl-].[NH4+].O1CCCC1.O. The catalyst is CO.[Fe]. The product is [NH2:23][C:11]1[CH:10]=[C:9]([O:8][CH2:7][C:6]2[CH:5]=[CH:4][C:3]([O:2][CH3:1])=[CH:27][CH:26]=2)[CH:14]=[CH:13][C:12]=1[S:15][C:16]1[CH:17]=[CH:18][C:19]([OH:22])=[CH:20][CH:21]=1. The yield is 1.00. (7) The reactants are [Br:1][C:2]1[C:11]2[C:6](=[CH:7][CH:8]=[CH:9][CH:10]=2)[C:5](Br)=[CH:4][CH:3]=1.C([Li])CCC.C[Si]([O:22]O[Si](C)(C)C)(C)C. The catalyst is CCCCCC.C1COCC1.C(OCC)(=O)C. The product is [Br:1][C:2]1[C:11]2[C:6](=[CH:7][CH:8]=[CH:9][CH:10]=2)[C:5]([OH:22])=[CH:4][CH:3]=1. The yield is 0.540.